Predict the reaction yield, written as a fraction of the theoretical maximum amount of product (1.0 means a 100% yield; for example, 0.34 means a 34% yield). From a dataset of Reaction yield outcomes from USPTO patents with 853,638 reactions. (1) The reactants are [F:1][C:2]([F:13])([F:12])[C:3]1[CH:8]=[CH:7][C:6](B(O)O)=[CH:5][CH:4]=1.Br[C:15]1[CH:20]=[CH:19][C:18]([OH:21])=[CH:17][CH:16]=1.C(=O)([O-])[O-].[K+].[K+]. The catalyst is O.C([O-])(=O)C.[Pd+2].C([O-])(=O)C. The product is [F:1][C:2]([F:13])([F:12])[C:3]1[CH:8]=[CH:7][C:6]([C:15]2[CH:20]=[CH:19][C:18]([OH:21])=[CH:17][CH:16]=2)=[CH:5][CH:4]=1. The yield is 0.550. (2) The reactants are [CH2:1]([NH:5][C:6]1[N:11]=[C:10]([NH:12][CH3:13])[N:9]=[C:8]([NH:14][CH2:15][C:16]#[CH:17])[N:7]=1)[CH2:2][CH2:3][CH3:4].[OH:18][S:19]([OH:22])(=[O:21])=[O:20].S(O)(O)(=O)=O.C(NC1N=C(NC)N=C(NCC#C)N=1)C.C(NC1N=C(NC)N=C(NCC#C)N=1)C. No catalyst specified. The product is [S:19]([OH:22])([OH:21])(=[O:20])=[O:18].[CH2:1]([NH:5][C:6]1[N:11]=[C:10]([NH:12][CH3:13])[N:9]=[C:8]([NH:14][CH2:15][C:16]#[CH:17])[N:7]=1)[CH2:2][CH2:3][CH3:4].[CH2:1]([NH:5][C:6]1[N:11]=[C:10]([NH:12][CH3:13])[N:9]=[C:8]([NH:14][CH2:15][C:16]#[CH:17])[N:7]=1)[CH2:2][CH2:3][CH3:4]. The yield is 0.990. (3) The reactants are I[CH3:2].[C:3]([C:5]1[CH:10]=[CH:9][C:8]([NH:11][C:12]([NH2:14])=[S:13])=[CH:7][CH:6]=1)#[N:4]. The catalyst is CC(C)=O. The product is [C:3]([C:5]1[CH:6]=[CH:7][C:8]([N:11]=[C:12]([S:13][CH3:2])[NH2:14])=[CH:9][CH:10]=1)#[N:4]. The yield is 0.840. (4) The reactants are [CH2:1]([N:8]1[C:13](=[O:14])[CH:12]=[C:11]([C:15]2[CH:20]=[CH:19][C:18]([Cl:21])=[CH:17][CH:16]=2)[C:10](O)=[N:9]1)[C:2]1[CH:7]=[CH:6][CH:5]=[CH:4][CH:3]=1.P(Cl)(Cl)([Cl:25])=O. No catalyst specified. The product is [CH2:1]([N:8]1[C:13](=[O:14])[CH:12]=[C:11]([C:15]2[CH:20]=[CH:19][C:18]([Cl:21])=[CH:17][CH:16]=2)[C:10]([Cl:25])=[N:9]1)[C:2]1[CH:7]=[CH:6][CH:5]=[CH:4][CH:3]=1. The yield is 0.690. (5) No catalyst specified. The yield is 0.280. The reactants are [Br:1][C:2]1[C:3](=[O:17])[NH:4][C:5](=[O:16])[N:6]([CH2:8][CH2:9][C:10]2[CH:15]=[CH:14][CH:13]=[CH:12][CH:11]=2)[N:7]=1.[Cl:18]C1C=CC=CC=1CCI.C(I)CC1C=CC=CC=1. The product is [Br:1][C:2]1[C:3](=[O:17])[NH:4][C:5](=[O:16])[N:6]([CH2:8][CH2:9][C:10]2[CH:15]=[CH:14][CH:13]=[CH:12][C:11]=2[Cl:18])[N:7]=1. (6) The product is [C:32]([C@H:30]1[CH2:31][C@H:28]([N:18]2[C:17](=[O:38])[C:16]([CH2:15][C:12]3[CH:13]=[CH:14][C:9]([C:4]4[C:3]([C:1]#[N:2])=[CH:8][CH:7]=[CH:6][CH:5]=4)=[CH:10][CH:11]=3)=[C:21]([CH2:22][CH2:23][CH3:24])[N:20]3[N:25]=[CH:26][N:27]=[C:19]23)[CH2:29]1)(=[O:34])[CH3:42]. The reactants are [C:1]([C:3]1[CH:8]=[CH:7][CH:6]=[CH:5][C:4]=1[C:9]1[CH:14]=[CH:13][C:12]([CH2:15][C:16]2[C:17](=[O:38])[N:18]([CH:28]3[CH2:31][CH:30]([C:32]([O:34]CCC)=O)[CH2:29]3)[C:19]3[N:20]([N:25]=[CH:26][N:27]=3)[C:21]=2[CH2:22][CH2:23][CH3:24])=[CH:11][CH:10]=1)#[N:2].[OH-].[Na+].Cl.[CH3:42][Mg]Br.[Cl-].[NH4+]. The catalyst is O1CCCC1.O.CO. The yield is 0.280.